From a dataset of Full USPTO retrosynthesis dataset with 1.9M reactions from patents (1976-2016). Predict the reactants needed to synthesize the given product. (1) Given the product [CH:2]([CH:3]1[CH2:8][CH2:7][N:6]([C:9]([O:11][CH2:12][C:13]2[CH:14]=[CH:15][CH:16]=[CH:17][CH:18]=2)=[O:10])[CH2:5][CH2:4]1)=[O:1], predict the reactants needed to synthesize it. The reactants are: [OH:1][CH2:2][CH:3]1[CH2:8][CH2:7][N:6]([C:9]([O:11][CH2:12][C:13]2[CH:18]=[CH:17][CH:16]=[CH:15][CH:14]=2)=[O:10])[CH2:5][CH2:4]1.CC(OI1(OC(C)=O)(OC(C)=O)OC(=O)C2C=CC=CC1=2)=O.C(OCC)(=O)C.CCCCCC. (2) Given the product [O:1]1[CH:5]=[CH:4][CH:3]=[C:2]1[C:6]1[CH:11]=[CH:10][C:9]([C:12]([CH3:16])([CH3:15])[CH:13]=[O:14])=[CH:8][CH:7]=1, predict the reactants needed to synthesize it. The reactants are: [O:1]1[CH:5]=[CH:4][CH:3]=[C:2]1[C:6]1[CH:11]=[CH:10][C:9]([C:12]([CH3:16])([CH3:15])[CH2:13][OH:14])=[CH:8][CH:7]=1.CC(OI1(OC(C)=O)(OC(C)=O)OC(=O)C2C=CC=CC1=2)=O. (3) Given the product [CH2:6]([N:13]1[CH2:18][CH2:17][N:16]([C:19]2[CH:26]=[CH:25][C:22]([C:23]#[N:24])=[C:21]([C:27]([F:30])([F:28])[F:29])[CH:20]=2)[CH:15]([CH2:31][CH3:32])[CH2:14]1)[C:7]1[CH:8]=[CH:9][CH:10]=[CH:11][CH:12]=1, predict the reactants needed to synthesize it. The reactants are: C1COCC1.[CH2:6]([N:13]1[CH2:18][CH2:17][N:16]([C:19]2[CH:26]=[CH:25][C:22]([C:23]#[N:24])=[C:21]([C:27]([F:30])([F:29])[F:28])[CH:20]=2)[CH:15]([CH2:31][CH3:32])[C:14]1=O)[C:7]1[CH:12]=[CH:11][CH:10]=[CH:9][CH:8]=1.Cl. (4) Given the product [CH3:13][O:14][C:15]1[N:20]=[CH:19][C:18]([C:2]2[CH:7]=[CH:6][CH:5]=[CH:4][C:3]=2[CH2:8][C:9]([O:11][CH3:12])=[O:10])=[CH:17][CH:16]=1, predict the reactants needed to synthesize it. The reactants are: Br[C:2]1[CH:7]=[CH:6][CH:5]=[CH:4][C:3]=1[CH2:8][C:9]([O:11][CH3:12])=[O:10].[CH3:13][O:14][C:15]1[N:20]=[CH:19][C:18](B(O)O)=[CH:17][CH:16]=1.[F-].[Cs+].COCCOC. (5) Given the product [NH2:23][C:20]1[N:21]=[CH:22][C:17]([CH2:16][NH:15][C:13]2[NH:12][N:11]=[C:10]([NH:9][C:4]3[CH:3]=[C:2]([Cl:1])[CH:7]=[C:6]([Cl:8])[CH:5]=3)[N:14]=2)=[CH:18][CH:19]=1, predict the reactants needed to synthesize it. The reactants are: [Cl:1][C:2]1[CH:3]=[C:4]([NH:9][C:10]2[N:14]=[C:13]([NH:15][CH2:16][C:17]3[CH:18]=[CH:19][C:20]([NH:23]C(=O)OC(C)(C)C)=[N:21][CH:22]=3)[NH:12][N:11]=2)[CH:5]=[C:6]([Cl:8])[CH:7]=1.C(O)(C(F)(F)F)=O. (6) Given the product [O:32]1[CH2:33][CH2:34][N:29]([C:35]([O:1][C:2]2[CH:24]=[CH:23][C:22]([C:25]([F:26])([F:27])[F:28])=[CH:21][C:3]=2[C:4]([NH:6][C:7]2[CH:12]=[C:11]([C:13]([F:15])([F:16])[F:14])[CH:10]=[C:9]([C:17]([F:18])([F:19])[F:20])[CH:8]=2)=[O:5])=[O:36])[CH2:30][CH2:31]1, predict the reactants needed to synthesize it. The reactants are: [OH:1][C:2]1[CH:24]=[CH:23][C:22]([C:25]([F:28])([F:27])[F:26])=[CH:21][C:3]=1[C:4]([NH:6][C:7]1[CH:12]=[C:11]([C:13]([F:16])([F:15])[F:14])[CH:10]=[C:9]([C:17]([F:20])([F:19])[F:18])[CH:8]=1)=[O:5].[N:29]1([C:35](Cl)=[O:36])[CH2:34][CH2:33][O:32][CH2:31][CH2:30]1. (7) Given the product [Cl:8][C:9]1[C:18]2[C:13](=[CH:14][C:15]([F:20])=[CH:16][C:17]=2[F:19])[N:12]=[C:11]([N:21]2[CH2:26][CH2:25][N:24]([CH:35]3[CH2:40][CH2:39][CH2:38][CH2:37][CH2:36]3)[CH2:23][CH2:22]2)[C:10]=1[CH3:27], predict the reactants needed to synthesize it. The reactants are: FC(F)(F)C(O)=O.[Cl:8][C:9]1[C:18]2[C:13](=[CH:14][C:15]([F:20])=[CH:16][C:17]=2[F:19])[N:12]=[C:11]([N:21]2[CH2:26][CH2:25][NH:24][CH2:23][CH2:22]2)[C:10]=1[CH3:27].C(N(CC)CC)C.[C:35]1(=O)[CH2:40][CH2:39][CH2:38][CH2:37][CH2:36]1.ClC(Cl)C.CO.C(O[BH-](OC(=O)C)OC(=O)C)(=O)C.[Na+].C([BH3-])#N.[Na+].